This data is from Forward reaction prediction with 1.9M reactions from USPTO patents (1976-2016). The task is: Predict the product of the given reaction. Given the reactants FC(F)(F)S(O[C:7]1[CH2:12][CH2:11][CH:10]([C:13]2[CH:23]=[CH:22][C:16]([C:17]([O:19][CH2:20][CH3:21])=[O:18])=[CH:15][CH:14]=2)[CH2:9][CH:8]=1)(=O)=O.CCN(C(C)C)C(C)C.[C:35]([OH:39])([CH3:38])([CH3:37])[CH3:36].[O:40]1CCOC[CH2:41]1, predict the reaction product. The product is: [C:35]([O:39][C:41]([C:7]1[CH2:12][CH2:11][CH:10]([C:13]2[CH:23]=[CH:22][C:16]([C:17]([O:19][CH2:20][CH3:21])=[O:18])=[CH:15][CH:14]=2)[CH2:9][CH:8]=1)=[O:40])([CH3:38])([CH3:37])[CH3:36].